This data is from Catalyst prediction with 721,799 reactions and 888 catalyst types from USPTO. The task is: Predict which catalyst facilitates the given reaction. (1) The catalyst class is: 35. Reactant: C(OC([NH:8][C:9]1[S:13][N:12]=[C:11](/[C:14](=[N:45]/[O:46][C:47]([C:50]([O:52]C(C)(C)C)=[O:51])([CH3:49])[CH3:48])/[C:15]([NH:17][C@@H:18]2[C:43](=[O:44])[N:20]3[C:21]([C:27]([O:29]C(C4C=CC=CC=4)C4C=CC=CC=4)=[O:28])=[C:22]([CH2:25]Cl)[CH2:23][S:24][C@H:19]23)=[O:16])[N:10]=1)=O)(C)(C)C.[I-].[Na+].C(OC([NH:66][CH2:67][C:68]1[CH:69]=[N:70][N:71]([CH2:93][CH3:94])[C:72]=1[NH:73]C(C1C=CC=CC=1)(C1C=CC=CC=1)C1C=CC=CC=1)=O)(C)(C)C.C(OCC)(=O)C. Product: [NH2:8][C:9]1[S:13][N:12]=[C:11](/[C:14](=[N:45]/[O:46][C:47]([C:50]([OH:52])=[O:51])([CH3:48])[CH3:49])/[C:15]([NH:17][C@@H:18]2[C:43](=[O:44])[N:20]3[C:21]([C:27]([O-:29])=[O:28])=[C:22]([CH2:25][N+:70]4[N:71]([CH2:93][CH3:94])[C:72]([NH2:73])=[C:68]([CH2:67][NH2:66])[CH:69]=4)[CH2:23][S:24][C@H:19]23)=[O:16])[N:10]=1. (2) Reactant: [NH2:1][CH2:2][CH2:3][CH2:4][CH2:5][CH2:6][CH2:7][N:8]1[CH2:13][CH2:12][CH:11]([C:14]2[CH:15]=[C:16]([NH:20][C:21](=[O:25])[CH:22]([CH3:24])[CH3:23])[CH:17]=[CH:18][CH:19]=2)[CH2:10][CH2:9]1.[C:26]1([N:32]=[C:33]=[O:34])[CH:31]=[CH:30][CH:29]=[CH:28][CH:27]=1. Product: [NH:32]([C:33]([NH:1][CH2:2][CH2:3][CH2:4][CH2:5][CH2:6][CH2:7][N:8]1[CH2:13][CH2:12][CH:11]([C:14]2[CH:15]=[C:16]([NH:20][C:21](=[O:25])[CH:22]([CH3:23])[CH3:24])[CH:17]=[CH:18][CH:19]=2)[CH2:10][CH2:9]1)=[O:34])[C:26]1[CH:31]=[CH:30][CH:29]=[CH:28][CH:27]=1. The catalyst class is: 1. (3) Reactant: C([O:5][C:6](=[O:56])[CH2:7][C@@:8]1([CH3:55])[C:12]2=[N:13][CH:14]=[C:15]([N:18]([CH2:29][CH:30]=[CH2:31])[C:19]([O:21][CH2:22][C:23]3[CH:28]=[CH:27][CH:26]=[CH:25][CH:24]=3)=[O:20])[C:16](=[O:17])[N:11]2[C@@H:10]([C:32](=[O:54])[NH:33][CH2:34][C:35]2[CH:40]=[CH:39][C:38]([C:41]([NH:43][C:44]([O:46][CH2:47][C:48]3[CH:53]=[CH:52][CH:51]=[CH:50][CH:49]=3)=[O:45])=[NH:42])=[CH:37][CH:36]=2)[CH2:9]1)(C)(C)C. Product: [CH2:29]([N:18]([C:19]([O:21][CH2:22][C:23]1[CH:24]=[CH:25][CH:26]=[CH:27][CH:28]=1)=[O:20])[C:15]1[C:16](=[O:17])[N:11]2[C@@H:10]([C:32](=[O:54])[NH:33][CH2:34][C:35]3[CH:40]=[CH:39][C:38]([C:41]([NH:43][C:44]([O:46][CH2:47][C:48]4[CH:49]=[CH:50][CH:51]=[CH:52][CH:53]=4)=[O:45])=[NH:42])=[CH:37][CH:36]=3)[CH2:9][C@:8]([CH2:7][C:6]([OH:56])=[O:5])([CH3:55])[C:12]2=[N:13][CH:14]=1)[CH:30]=[CH2:31]. The catalyst class is: 393. (4) Reactant: [CH3:1][C:2]1([CH3:21])[CH:11]([N:12]2[C:16]([C:17]([OH:19])=[O:18])=[CH:15][N:14]=[CH:13]2)[C:10]2[C:5](=[CH:6][CH:7]=[CH:8][CH:9]=2)[C:4](=[O:20])[O:3]1.CN(C)C=O.C(Cl)(=O)C(Cl)=O.[CH:33](O)([CH3:35])[CH3:34]. The catalyst class is: 4. Product: [CH:33]([O:18][C:17]([C:16]1[N:12]([CH:11]2[C:10]3[C:5](=[CH:6][CH:7]=[CH:8][CH:9]=3)[C:4](=[O:20])[O:3][C:2]2([CH3:21])[CH3:1])[CH:13]=[N:14][CH:15]=1)=[O:19])([CH3:35])[CH3:34]. (5) Product: [C:20]([O:19][C:17](=[O:18])[CH2:16][C@H:7]1[C:8]2[O:14][N:13]=[C:12]([CH3:15])[C:9]=2[C:10]2[S:11][C:2]([CH3:1])=[C:3]([CH3:25])[C:4]=2[C:5](=[O:24])[N:6]1[C:31]([O:30][C:27]([CH3:29])([CH3:28])[CH3:26])=[O:32])([CH3:21])([CH3:22])[CH3:23]. The catalyst class is: 251. Reactant: [CH3:1][C:2]1[S:11][C:10]2[C:9]3[C:12]([CH3:15])=[N:13][O:14][C:8]=3[C@H:7]([CH2:16][C:17]([O:19][C:20]([CH3:23])([CH3:22])[CH3:21])=[O:18])[NH:6][C:5](=[O:24])[C:4]=2[C:3]=1[CH3:25].[CH3:26][C:27]([O:30][C:31](O[C:31]([O:30][C:27]([CH3:29])([CH3:28])[CH3:26])=[O:32])=[O:32])([CH3:29])[CH3:28]. (6) Reactant: [NH2:1][C:2]1[N:7]([CH3:8])[C:6](=[O:9])[N:5]([CH3:10])[C:4](=[O:11])[CH:3]=1.[OH-].[Na+].[C:14](=[S:16])=[S:15].S(OC)(O[CH3:21])(=O)=O. Product: [NH2:1][C:2]1[N:7]([CH3:8])[C:6](=[O:9])[N:5]([CH3:10])[C:4](=[O:11])[C:3]=1[C:14]([S:16][CH3:21])=[S:15]. The catalyst class is: 58.